This data is from Reaction yield outcomes from USPTO patents with 853,638 reactions. The task is: Predict the reaction yield, written as a fraction of the theoretical maximum amount of product (1.0 means a 100% yield; for example, 0.34 means a 34% yield). (1) The yield is 0.620. The reactants are [CH2:1]([C:8]1[O:9][C:10]([CH3:33])=[C:11]([CH2:13][N:14]([CH2:31][CH3:32])[C:15]2[CH:20]=[CH:19][C:18]([C:21]([OH:30])([C:26]([F:29])([F:28])[F:27])[C:22]([F:25])([F:24])[F:23])=[CH:17][CH:16]=2)[N:12]=1)C1C=CC=CC=1. The product is [CH2:31]([N:14]([CH2:13][C:11]1[N:12]=[C:8]([CH2:1][CH2:21][C:18]2[CH:19]=[CH:20][CH:15]=[CH:16][CH:17]=2)[O:9][C:10]=1[CH3:33])[C:15]1[CH:16]=[CH:17][C:18]([C:21]([OH:30])([C:26]([F:29])([F:27])[F:28])[C:22]([F:23])([F:25])[F:24])=[CH:19][CH:20]=1)[CH3:32]. The catalyst is CO.[Pd]. (2) The reactants are Br[C:2]1[CH:7]=[C:6]([F:8])[CH:5]=[CH:4][C:3]=1[O:9][CH3:10].[CH:11]1[C:23]2[NH:22][C:21]3[C:16](=[CH:17][CH:18]=[CH:19][CH:20]=3)[C:15]=2[CH:14]=[CH:13][CH:12]=1. The catalyst is O1CCOCC1.[Cu]I.NCC(N)C. The product is [F:8][C:6]1[CH:5]=[CH:4][C:3]([O:9][CH3:10])=[C:2]([N:22]2[C:23]3[CH:11]=[CH:12][CH:13]=[CH:14][C:15]=3[C:16]3[C:21]2=[CH:20][CH:19]=[CH:18][CH:17]=3)[CH:7]=1. The yield is 0.260. (3) The yield is 0.840. The product is [CH2:1]([O:8][C:9]1[CH:14]=[CH:13][N:12]2[N:15]=[C:16]([CH3:34])[C:17]([C:18]3[S:19][C:20]([C:29]4[N:33]=[CH:32][N:31]([CH:36]5[CH2:37][CH2:38][CH2:39][CH2:40][O:35]5)[N:30]=4)=[C:21]([C:23]4[CH:28]=[CH:27][CH:26]=[CH:25][CH:24]=4)[N:22]=3)=[C:11]2[CH:10]=1)[C:2]1[CH:7]=[CH:6][CH:5]=[CH:4][CH:3]=1. The catalyst is O1CCCC1. The reactants are [CH2:1]([O:8][C:9]1[CH:14]=[CH:13][N:12]2[N:15]=[C:16]([CH3:34])[C:17]([C:18]3[S:19][C:20]([C:29]4[NH:33][CH:32]=[N:31][N:30]=4)=[C:21]([C:23]4[CH:28]=[CH:27][CH:26]=[CH:25][CH:24]=4)[N:22]=3)=[C:11]2[CH:10]=1)[C:2]1[CH:7]=[CH:6][CH:5]=[CH:4][CH:3]=1.[O:35]1[CH:40]=[CH:39][CH2:38][CH2:37][CH2:36]1.O.C1(C)C=CC(S(O)(=O)=O)=CC=1. (4) The reactants are [CH2:1]([N:5]1[C:10](=[O:11])[C:9]([CH2:12]OS(C)(=O)=O)=[CH:8][C:7]([C:18]2[CH:23]=[CH:22][C:21]([CH3:24])=[CH:20][CH:19]=2)=[N:6]1)[CH:2]([CH3:4])[CH3:3].[CH2:25]([NH:27][CH2:28][CH3:29])[CH3:26]. No catalyst specified. The product is [CH2:25]([N:27]([CH2:12][C:9]1[C:10](=[O:11])[N:5]([CH2:1][CH:2]([CH3:4])[CH3:3])[N:6]=[C:7]([C:18]2[CH:23]=[CH:22][C:21]([CH3:24])=[CH:20][CH:19]=2)[CH:8]=1)[CH2:28][CH3:29])[CH3:26]. The yield is 0.950. (5) The reactants are [C:1]([O:5][C:6]([N:8]1[CH2:12][CH2:11][C:10]([C:14]2[CH:19]=[CH:18][CH:17]=[C:16]([F:20])[C:15]=2[F:21])([OH:13])[CH2:9]1)=[O:7])([CH3:4])([CH3:3])[CH3:2].[H-].[Na+].I[CH3:25]. The catalyst is O1CCCC1. The product is [F:21][C:15]1[C:16]([F:20])=[CH:17][CH:18]=[CH:19][C:14]=1[C:10]1([O:13][CH3:25])[CH2:11][CH2:12][N:8]([C:6]([O:5][C:1]([CH3:4])([CH3:2])[CH3:3])=[O:7])[CH2:9]1. The yield is 0.550. (6) The reactants are Br[C:2]1[CH:3]=[N:4][N:5]2[CH:10]=[CH:9][C:8]([C:11]([N:13]([C:17]3[CH:22]=[CH:21][C:20]([C:23]#[N:24])=[CH:19][N:18]=3)[CH:14]([CH3:16])[CH3:15])=[O:12])=[CH:7][C:6]=12.[CH3:25][NH:26][C:27]([C:29]1[CH:34]=[CH:33][C:32](B(O)O)=[CH:31][CH:30]=1)=[O:28].C([O-])(O)=O.[Na+].CC(C1C=C(C(C)C)C(C2C=CC=CC=2P(C2CCCCC2)C2CCCCC2)=C(C(C)C)C=1)C. The catalyst is C(#N)C.O.ClCCl.C1C=CC(/C=C/C(/C=C/C2C=CC=CC=2)=O)=CC=1.C1C=CC(/C=C/C(/C=C/C2C=CC=CC=2)=O)=CC=1.C1C=CC(/C=C/C(/C=C/C2C=CC=CC=2)=O)=CC=1.[Pd].[Pd].C(Cl)(Cl)Cl. The product is [C:23]([C:20]1[CH:21]=[CH:22][C:17]([N:13]([CH:14]([CH3:16])[CH3:15])[C:11]([C:8]2[CH:9]=[CH:10][N:5]3[N:4]=[CH:3][C:2]([C:32]4[CH:33]=[CH:34][C:29]([C:27](=[O:28])[NH:26][CH3:25])=[CH:30][CH:31]=4)=[C:6]3[CH:7]=2)=[O:12])=[N:18][CH:19]=1)#[N:24]. The yield is 0.610. (7) The reactants are [C:1]([CH2:3][C:4]1([N:21]2[CH:25]=[CH:24][C:23]([C:26]3[C:27]4[CH:34]=[CH:33][N:32]([CH2:35][O:36][CH2:37][CH2:38][Si:39]([CH3:42])([CH3:41])[CH3:40])[C:28]=4[N:29]=[CH:30][N:31]=3)=[CH:22]2)[CH2:7][N:6]([CH:8]2[CH2:13][CH2:12][N:11](C(OC(C)(C)C)=O)[CH2:10][CH2:9]2)[CH2:5]1)#[N:2].[ClH:43]. The catalyst is C1COCC1.O1CCOCC1. The product is [ClH:43].[ClH:43].[ClH:43].[NH:11]1[CH2:12][CH2:13][CH:8]([N:6]2[CH2:5][C:4]([CH2:3][C:1]#[N:2])([N:21]3[CH:25]=[CH:24][C:23]([C:26]4[C:27]5[CH:34]=[CH:33][N:32]([CH2:35][O:36][CH2:37][CH2:38][Si:39]([CH3:40])([CH3:42])[CH3:41])[C:28]=5[N:29]=[CH:30][N:31]=4)=[CH:22]3)[CH2:7]2)[CH2:9][CH2:10]1. The yield is 0.990. (8) The reactants are Cl[C:2]1[C:7]2[CH2:8][CH2:9][CH2:10][C:6]=2[C:5]([Cl:11])=[N:4][N:3]=1.[CH2:12]([O:14][C:15]([C:17]1N=[CH:19][C:20]([N:23]2[CH2:28][CH2:27][NH:26][C@@H:25]([CH3:29])[CH2:24]2)=[N:21][CH:22]=1)=[O:16])C.[CH2:30](N(CC)CC)C.O. The catalyst is CN1C(=O)CCC1.CCOC(C)=O. The product is [CH3:12][O:14][C:15](=[O:16])[C:17]1[CH:30]=[CH:19][C:20]([N:23]2[CH2:28][CH2:27][N:26]([C:2]3[C:7]4[CH2:8][CH2:9][CH2:10][C:6]=4[C:5]([Cl:11])=[N:4][N:3]=3)[C@@H:25]([CH3:29])[CH2:24]2)=[N:21][CH:22]=1. The yield is 0.160. (9) The catalyst is C(Cl)Cl. The product is [OH:17][C:16]1[C:11]([C:9]([NH:8][CH2:7][C:6]([OH:18])=[O:5])=[O:10])=[N:12][CH:13]=[CH:14][CH:15]=1. The yield is 0.990. The reactants are C([O:5][C:6](=[O:18])[CH2:7][NH:8][C:9]([C:11]1[C:16]([OH:17])=[CH:15][CH:14]=[CH:13][N:12]=1)=[O:10])(C)(C)C.C(O)(C(F)(F)F)=O.